Dataset: NCI-60 drug combinations with 297,098 pairs across 59 cell lines. Task: Regression. Given two drug SMILES strings and cell line genomic features, predict the synergy score measuring deviation from expected non-interaction effect. (1) Drug 1: CC1=C(C(=O)C2=C(C1=O)N3CC4C(C3(C2COC(=O)N)OC)N4)N. Drug 2: B(C(CC(C)C)NC(=O)C(CC1=CC=CC=C1)NC(=O)C2=NC=CN=C2)(O)O. Cell line: OVCAR-5. Synergy scores: CSS=72.0, Synergy_ZIP=-1.50, Synergy_Bliss=-3.09, Synergy_Loewe=-1.53, Synergy_HSA=-0.338. (2) Drug 1: CN(CC1=CN=C2C(=N1)C(=NC(=N2)N)N)C3=CC=C(C=C3)C(=O)NC(CCC(=O)O)C(=O)O. Drug 2: C1C(C(OC1N2C=NC3=C2NC=NCC3O)CO)O. Cell line: EKVX. Synergy scores: CSS=1.81, Synergy_ZIP=0.676, Synergy_Bliss=1.31, Synergy_Loewe=2.95, Synergy_HSA=0.0369. (3) Drug 1: CCC(=C(C1=CC=CC=C1)C2=CC=C(C=C2)OCCN(C)C)C3=CC=CC=C3.C(C(=O)O)C(CC(=O)O)(C(=O)O)O. Drug 2: CC=C1C(=O)NC(C(=O)OC2CC(=O)NC(C(=O)NC(CSSCCC=C2)C(=O)N1)C(C)C)C(C)C. Cell line: RPMI-8226. Synergy scores: CSS=19.6, Synergy_ZIP=5.89, Synergy_Bliss=4.86, Synergy_Loewe=-42.0, Synergy_HSA=3.69. (4) Drug 1: C#CCC(CC1=CN=C2C(=N1)C(=NC(=N2)N)N)C3=CC=C(C=C3)C(=O)NC(CCC(=O)O)C(=O)O. Drug 2: CC1C(C(CC(O1)OC2CC(CC3=C2C(=C4C(=C3O)C(=O)C5=C(C4=O)C(=CC=C5)OC)O)(C(=O)CO)O)N)O.Cl. Cell line: MCF7. Synergy scores: CSS=31.8, Synergy_ZIP=-6.95, Synergy_Bliss=-5.30, Synergy_Loewe=-0.948, Synergy_HSA=-0.410. (5) Drug 1: CC1=C(C(CCC1)(C)C)C=CC(=CC=CC(=CC(=O)O)C)C. Drug 2: CC1C(C(CC(O1)OC2CC(CC3=C2C(=C4C(=C3O)C(=O)C5=CC=CC=C5C4=O)O)(C(=O)C)O)N)O. Cell line: K-562. Synergy scores: CSS=29.7, Synergy_ZIP=-0.448, Synergy_Bliss=-0.924, Synergy_Loewe=-1.75, Synergy_HSA=-0.793. (6) Drug 1: C1=CC(=C2C(=C1NCCNCCO)C(=O)C3=C(C=CC(=C3C2=O)O)O)NCCNCCO. Drug 2: CNC(=O)C1=NC=CC(=C1)OC2=CC=C(C=C2)NC(=O)NC3=CC(=C(C=C3)Cl)C(F)(F)F. Cell line: SR. Synergy scores: CSS=84.7, Synergy_ZIP=3.53, Synergy_Bliss=3.74, Synergy_Loewe=2.56, Synergy_HSA=5.67. (7) Drug 1: COC1=C2C(=CC3=C1OC=C3)C=CC(=O)O2. Drug 2: CC1CCCC2(C(O2)CC(NC(=O)CC(C(C(=O)C(C1O)C)(C)C)O)C(=CC3=CSC(=N3)C)C)C. Cell line: SF-268. Synergy scores: CSS=34.0, Synergy_ZIP=7.83, Synergy_Bliss=1.59, Synergy_Loewe=-22.7, Synergy_HSA=0.480. (8) Drug 1: C1CCC(C1)C(CC#N)N2C=C(C=N2)C3=C4C=CNC4=NC=N3. Drug 2: CC1=C(C=C(C=C1)C(=O)NC2=CC(=CC(=C2)C(F)(F)F)N3C=C(N=C3)C)NC4=NC=CC(=N4)C5=CN=CC=C5. Cell line: NCI-H226. Synergy scores: CSS=6.44, Synergy_ZIP=-2.28, Synergy_Bliss=1.65, Synergy_Loewe=-0.416, Synergy_HSA=-0.343. (9) Cell line: SW-620. Drug 2: C1=NC(=NC(=O)N1C2C(C(C(O2)CO)O)O)N. Drug 1: CC12CCC3C(C1CCC2O)C(CC4=C3C=CC(=C4)O)CCCCCCCCCS(=O)CCCC(C(F)(F)F)(F)F. Synergy scores: CSS=32.9, Synergy_ZIP=-8.84, Synergy_Bliss=1.68, Synergy_Loewe=-9.28, Synergy_HSA=1.43. (10) Drug 1: C1CCC(CC1)NC(=O)N(CCCl)N=O. Drug 2: CC1=C(C(=O)C2=C(C1=O)N3CC4C(C3(C2COC(=O)N)OC)N4)N. Cell line: SK-OV-3. Synergy scores: CSS=18.4, Synergy_ZIP=-5.76, Synergy_Bliss=1.25, Synergy_Loewe=-9.13, Synergy_HSA=1.76.